From a dataset of Forward reaction prediction with 1.9M reactions from USPTO patents (1976-2016). Predict the product of the given reaction. Given the reactants [N+:1]([C:4]1[CH:5]=[C:6]([C:10]2[C:11]([C:16]([N:18]3[CH2:23][CH2:22][N:21]([C:24]([O:26][C:27]([CH3:30])([CH3:29])[CH3:28])=[O:25])[CH2:20][CH2:19]3)=[O:17])=[CH:12][CH:13]=[CH:14][CH:15]=2)[CH:7]=[CH:8][CH:9]=1)([O-])=O.[H][H], predict the reaction product. The product is: [NH2:1][C:4]1[CH:5]=[C:6]([C:10]2[C:11]([C:16]([N:18]3[CH2:19][CH2:20][N:21]([C:24]([O:26][C:27]([CH3:30])([CH3:29])[CH3:28])=[O:25])[CH2:22][CH2:23]3)=[O:17])=[CH:12][CH:13]=[CH:14][CH:15]=2)[CH:7]=[CH:8][CH:9]=1.